From a dataset of Forward reaction prediction with 1.9M reactions from USPTO patents (1976-2016). Predict the product of the given reaction. (1) Given the reactants [Cl:1][C:2]1[C:9]([F:10])=[CH:8][CH:7]=[C:6]([F:11])[C:3]=1[CH:4]=O.[CH:12]1([NH2:15])[CH2:14][CH2:13]1, predict the reaction product. The product is: [Cl:1][C:2]1[C:9]([F:10])=[CH:8][CH:7]=[C:6]([F:11])[C:3]=1[CH2:4][NH:15][CH:12]1[CH2:14][CH2:13]1. (2) Given the reactants C1([N:7]2[C:15]3[C:10](=[CH:11][CH:12]=[CH:13][CH:14]=3)[C:9]([CH2:16][CH2:17][CH2:18][N:19]3[CH2:24][CH2:23][CH:22]([C:25]4[CH:26]=[C:27]([NH:31][C:32](=[O:36])[CH:33]([CH3:35])[CH3:34])[CH:28]=[CH:29][CH:30]=4)[CH2:21][CH2:20]3)=[C:8]2C2C=CC=CC=2)C=CC=CC=1.[O:43]1CCO[CH:44]1CCCCN1CCC(C2C=C(NC(=O)C(C)C)C=CC=2)CC1.Cl.COC1C=CC(NN)=CC=1, predict the reaction product. The product is: [CH3:44][O:43][C:12]1[CH:11]=[C:10]2[C:15](=[CH:14][CH:13]=1)[NH:7][CH:8]=[C:9]2[CH2:16][CH2:17][CH2:18][N:19]1[CH2:24][CH2:23][CH:22]([C:25]2[CH:26]=[C:27]([NH:31][C:32](=[O:36])[CH:33]([CH3:34])[CH3:35])[CH:28]=[CH:29][CH:30]=2)[CH2:21][CH2:20]1. (3) Given the reactants Cl[C:2]1[C:3](=[O:15])[N:4](C2CCCCO2)[N:5]=[CH:6][C:7]=1Cl.[F:16][C:17]1[CH:22]=[CH:21][C:20]([F:23])=[CH:19][C:18]=1[OH:24].C[O:26][C:27](=[O:36])[CH:28](Br)[CH2:29][CH:30]1[CH2:34][CH2:33][CH2:32][CH2:31]1, predict the reaction product. The product is: [CH:30]1([CH2:29][CH:28]([N:4]2[C:3](=[O:15])[CH:2]=[C:7]([O:24][C:18]3[CH:19]=[C:20]([F:23])[CH:21]=[CH:22][C:17]=3[F:16])[CH:6]=[N:5]2)[C:27]([OH:26])=[O:36])[CH2:34][CH2:33][CH2:32][CH2:31]1. (4) Given the reactants [F:1][C:2]1[C:3]([CH:18]=O)=[CH:4][C:5]([C:8]2[CH:9]=[N:10][C:11]([C:14]([F:17])([F:16])[F:15])=[CH:12][CH:13]=2)=[N:6][CH:7]=1.[NH2:20]O.Cl.Cl, predict the reaction product. The product is: [F:1][C:2]1[C:3]([CH2:18][NH2:20])=[CH:4][C:5]([C:8]2[CH:9]=[N:10][C:11]([C:14]([F:17])([F:16])[F:15])=[CH:12][CH:13]=2)=[N:6][CH:7]=1.